From a dataset of Peptide-MHC class II binding affinity with 134,281 pairs from IEDB. Regression. Given a peptide amino acid sequence and an MHC pseudo amino acid sequence, predict their binding affinity value. This is MHC class II binding data. (1) The peptide sequence is IYKASPTLAFPAGVC. The MHC is HLA-DPA10201-DPB10501 with pseudo-sequence HLA-DPA10201-DPB10501. The binding affinity (normalized) is 0.285. (2) The peptide sequence is ATTANVPPADKYKTF. The MHC is DRB3_0202 with pseudo-sequence DRB3_0202. The binding affinity (normalized) is 0.257. (3) The peptide sequence is PAAAYATATPAAATA. The MHC is DRB1_0301 with pseudo-sequence DRB1_0301. The binding affinity (normalized) is 0.138. (4) The peptide sequence is IGKLFTQTMKGVERL. The MHC is HLA-DQA10303-DQB10402 with pseudo-sequence HLA-DQA10303-DQB10402. The binding affinity (normalized) is 0. (5) The peptide sequence is ASYFAADRILPELTE. The MHC is HLA-DQA10102-DQB10602 with pseudo-sequence HLA-DQA10102-DQB10602. The binding affinity (normalized) is 0.592. (6) The peptide sequence is ETFYPKLQASQAWQP. The MHC is DRB1_0101 with pseudo-sequence DRB1_0101. The binding affinity (normalized) is 0.610. (7) The peptide sequence is RILEKGLPRLIVRDA. The MHC is H-2-IAd with pseudo-sequence H-2-IAd. The binding affinity (normalized) is 0.180. (8) The peptide sequence is SQTEVKEEGKEELQE. The MHC is HLA-DQA10201-DQB10303 with pseudo-sequence HLA-DQA10201-DQB10303. The binding affinity (normalized) is 0. (9) The peptide sequence is GELLIVDKIDAAFKI. The MHC is DRB1_0802 with pseudo-sequence DRB1_0802. The binding affinity (normalized) is 0.580. (10) The peptide sequence is FFVFLALAGRSCTEE. The MHC is DRB1_0405 with pseudo-sequence DRB1_0405. The binding affinity (normalized) is 0.556.